This data is from Catalyst prediction with 721,799 reactions and 888 catalyst types from USPTO. The task is: Predict which catalyst facilitates the given reaction. (1) Reactant: C(OC([NH:8]/[C:9](/[NH:18][C:19]1[CH:24]=[CH:23][C:22]([N:25]2[CH2:35][CH2:34][CH2:33][C@@H:26]2[C:27]([NH:29][CH:30]2[CH2:32][CH2:31]2)=[O:28])=[CH:21][CH:20]=1)=[N:10]/C(OC(C)(C)C)=O)=O)(C)(C)C.C(Cl)Cl.C(O)(C(F)(F)F)=O. Product: [CH:30]1([NH:29][C:27]([C@H:26]2[CH2:33][CH2:34][CH2:35][N:25]2[C:22]2[CH:21]=[CH:20][C:19]([NH:18][C:9]([NH2:10])=[NH:8])=[CH:24][CH:23]=2)=[O:28])[CH2:32][CH2:31]1. The catalyst class is: 5. (2) Reactant: [NH2:1][C@@H:2]([C@H:5]([O:7][C:8]([CH3:11])([CH3:10])[CH3:9])[CH3:6])[CH2:3][OH:4].[Cl:12][C:13]1[N:18]=[C:17](Cl)[CH:16]=[C:15]([CH3:20])[N:14]=1.C(N(C(C)C)C(C)C)C. Product: [C:8]([O:7][C@H:5]([CH3:6])[C@H:2]([NH:1][C:17]1[CH:16]=[C:15]([CH3:20])[N:14]=[C:13]([Cl:12])[N:18]=1)[CH2:3][OH:4])([CH3:10])([CH3:9])[CH3:11]. The catalyst class is: 12. (3) The catalyst class is: 2. Product: [C:17]1([S:23]([O:1][CH2:2][CH2:3][CH2:4][C:5]2([Br:10])[CH2:7][C:6]2([Br:9])[Br:8])(=[O:25])=[O:24])[CH:22]=[CH:21][CH:20]=[CH:19][CH:18]=1. Reactant: [OH:1][CH2:2][CH2:3][CH2:4][C:5]1([Br:10])[CH2:7][C:6]1([Br:9])[Br:8].N1C=CC=CC=1.[C:17]1([S:23](Cl)(=[O:25])=[O:24])[CH:22]=[CH:21][CH:20]=[CH:19][CH:18]=1.O. (4) Reactant: [CH2:1]([O:8][C@H:9]1[C@H:14]([O:15][CH2:16][C:17]2[CH:22]=[CH:21][CH:20]=[CH:19][CH:18]=2)[C@@H:13]([O:23][CH2:24][C:25]2[CH:30]=[CH:29][CH:28]=[CH:27][CH:26]=2)[C@H:12]([C:31]2[CH:36]=[CH:35][C:34](Cl)=[C:33]([CH2:38][C:39]3[S:40][C:41]([C:44]4[O:45][CH:46]=[CH:47][CH:48]=4)=[CH:42]N=3)[CH:32]=2)[O:11][C@@H:10]1[C:49](OC)=[O:50])[C:2]1[CH:7]=[CH:6][CH:5]=[CH:4][CH:3]=1.[CH2:53]([Mg]Cl)[CH3:54].[NH4+:57].[Cl-:58]. Product: [CH2:1]([O:8][C@H:9]1[C@H:14]([O:15][CH2:16][C:17]2[CH:22]=[CH:21][CH:20]=[CH:19][CH:18]=2)[C@@H:13]([O:23][CH2:24][C:25]2[CH:30]=[CH:29][CH:28]=[CH:27][CH:26]=2)[C@H:12]([C:31]2[CH:36]=[CH:35][C:34]([Cl:58])=[C:33]([CH2:38][C:39]3[S:40][C:41]([C:44]4[O:45][CH:46]=[CH:47][CH:48]=4)=[CH:42][N:57]=3)[CH:32]=2)[O:11][C@@H:10]1[C:49]1([OH:50])[CH2:54][CH2:53]1)[C:2]1[CH:3]=[CH:4][CH:5]=[CH:6][CH:7]=1. The catalyst class is: 1. (5) Reactant: [F:1][C:2]1[CH:7]=[CH:6][C:5]([F:8])=[CH:4][C:3]=1[C@H:9]1[CH2:13][CH2:12][CH2:11][N:10]1[C:14]1[CH:19]=[CH:18][N:17]2[N:20]=[CH:21][C:22]([C:23]3[N:24]=[N:25][N:26]([CH2:28][C:29]([N:31]4[CH2:36][CH2:35][N:34](C(OC(C)(C)C)=O)[CH2:33][CH2:32]4)=[O:30])[CH:27]=3)=[C:16]2[N:15]=1.C(O)(C(F)(F)F)=O. Product: [F:1][C:2]1[CH:7]=[CH:6][C:5]([F:8])=[CH:4][C:3]=1[C@H:9]1[CH2:13][CH2:12][CH2:11][N:10]1[C:14]1[CH:19]=[CH:18][N:17]2[N:20]=[CH:21][C:22]([C:23]3[N:24]=[N:25][N:26]([CH2:28][C:29]([N:31]4[CH2:36][CH2:35][NH:34][CH2:33][CH2:32]4)=[O:30])[CH:27]=3)=[C:16]2[N:15]=1. The catalyst class is: 2. (6) Reactant: [CH3:1][N:2]1[C:7]2[C:8](C)=[CH:9][NH:10][C:6]=2[C:5](=[O:12])[N:4]([CH3:13])[C:3]1=[O:14].Br[CH2:16][C:17]([NH:19][C:20]1[S:21][CH:22]=[C:23]([C:25]2[CH:30]=[C:29]([F:31])[C:28]([O:32][CH2:33][CH2:34][CH:35]([CH3:37])[CH3:36])=[C:27]([F:38])[CH:26]=2)[N:24]=1)=[O:18].[H-].[Na+]. Product: [F:38][C:27]1[CH:26]=[C:25]([C:23]2[N:24]=[C:20]([NH:19][C:17](=[O:18])[CH2:16][N:10]3[C:6]4[C:5](=[O:12])[N:4]([CH3:13])[C:3](=[O:14])[N:2]([CH3:1])[C:7]=4[CH:8]=[CH:9]3)[S:21][CH:22]=2)[CH:30]=[C:29]([F:31])[C:28]=1[O:32][CH2:33][CH2:34][CH:35]([CH3:37])[CH3:36]. The catalyst class is: 3. (7) Reactant: [CH3:1][N:2]([C:10]1[CH:15]=[CH:14][CH:13]=[CH:12][CH:11]=1)[C:3]([C:5]1[CH:9]=[CH:8][NH:7][N:6]=1)=[O:4].[Cl:16][C:17]1[CH:18]=[C:19]([CH:23]=[CH:24][CH:25]=1)[C:20](Cl)=[O:21]. Product: [CH3:1][N:2]([C:10]1[CH:15]=[CH:14][CH:13]=[CH:12][CH:11]=1)[C:3]([C:5]1[CH:9]=[CH:8][N:7]([C:20](=[O:21])[C:19]2[CH:23]=[CH:24][CH:25]=[C:17]([Cl:16])[CH:18]=2)[N:6]=1)=[O:4]. The catalyst class is: 166.